From a dataset of Full USPTO retrosynthesis dataset with 1.9M reactions from patents (1976-2016). Predict the reactants needed to synthesize the given product. (1) Given the product [C:12]([O:11][C:9](=[O:10])[N:28]([CH2:29][CH2:30][NH:31][S:32]([C:35]1[C:36]2[CH:37]=[CH:38][N:39]=[CH:40][C:41]=2[CH:42]=[C:43]([Br:45])[CH:44]=1)(=[O:34])=[O:33])[CH2:27][CH2:26][CH2:25][C:22]1[CH:21]=[CH:20][C:19]([N+:16]([O-:18])=[O:17])=[CH:24][CH:23]=1)([CH3:13])([CH3:14])[CH3:15], predict the reactants needed to synthesize it. The reactants are: [C:12]([O:11][C:9](O[C:9]([O:11][C:12]([CH3:15])([CH3:14])[CH3:13])=[O:10])=[O:10])([CH3:15])([CH3:14])[CH3:13].[N+:16]([C:19]1[CH:24]=[CH:23][C:22]([CH2:25][CH2:26][CH2:27][NH:28][CH2:29][CH2:30][NH:31][S:32]([C:35]2[C:36]3[CH:37]=[CH:38][N:39]=[CH:40][C:41]=3[CH:42]=[C:43]([Br:45])[CH:44]=2)(=[O:34])=[O:33])=[CH:21][CH:20]=1)([O-:18])=[O:17]. (2) Given the product [NH:1]1[C:4]2[C:5](=[N:6][C:7]([NH:10][CH2:11][CH:12]3[CH2:17][CH2:16][N:15]([S:18]([CH2:21][CH2:22][C:23]4[CH:28]=[CH:27][CH:26]=[CH:25][CH:24]=4)(=[O:20])=[O:19])[CH2:14][CH2:13]3)=[CH:8][CH:9]=2)[N:29]=[CH:33]1, predict the reactants needed to synthesize it. The reactants are: [N+:1]([C:4]1[C:5]([NH2:29])=[N:6][C:7]([NH:10][CH2:11][CH:12]2[CH2:17][CH2:16][N:15]([S:18]([CH2:21][CH2:22][C:23]3[CH:28]=[CH:27][CH:26]=[CH:25][CH:24]=3)(=[O:20])=[O:19])[CH2:14][CH2:13]2)=[CH:8][CH:9]=1)([O-])=O.[H][H].N[C:33]1C=CN=C(N)C=1N.N1C2C(=NC=CC=2)N=C1.Cl.[OH-].[Na+]. (3) The reactants are: C([S:4][C@@H:5]1[CH2:22][CH2:21][C@@:20]2([CH3:23])[CH:7]([C:8](=[O:25])[CH2:9][C@@H:10]3[C@@H:19]2[CH2:18][CH2:17][C@@:15]2([CH3:16])[C@H:11]3[CH2:12][CH2:13][C:14]2=[O:24])[CH2:6]1)(=O)C.C([S-])CC.[Na+].Cl.O. Given the product [SH:4][C@@H:5]1[CH2:22][CH2:21][C@@:20]2([CH3:23])[CH:7]([C:8](=[O:25])[CH2:9][C@@H:10]3[C@@H:19]2[CH2:18][CH2:17][C@@:15]2([CH3:16])[C@H:11]3[CH2:12][CH2:13][C:14]2=[O:24])[CH2:6]1, predict the reactants needed to synthesize it. (4) Given the product [Cl:9][C:5]1[C:4]([O:10][CH3:11])=[C:3]([CH2:2][C:12]#[N:13])[CH:8]=[CH:7][CH:6]=1, predict the reactants needed to synthesize it. The reactants are: Br[CH2:2][C:3]1[CH:8]=[CH:7][CH:6]=[C:5]([Cl:9])[C:4]=1[O:10][CH3:11].[C-:12]#[N:13].[Na+]. (5) Given the product [CH:22]1([CH2:21][O:12][C:5]2[CH:6]=[C:7]([CH:10]=[CH:11][C:4]=2[O:3][CH:2]([F:13])[F:1])[CH:8]=[O:9])[CH2:24][CH2:23]1, predict the reactants needed to synthesize it. The reactants are: [F:1][CH:2]([F:13])[O:3][C:4]1[CH:11]=[CH:10][C:7]([CH:8]=[O:9])=[CH:6][C:5]=1[OH:12].C(=O)([O-])[O-].[K+].[K+].Br[CH2:21][CH:22]1[CH2:24][CH2:23]1.O. (6) Given the product [ClH:28].[ClH:28].[CH2:21]([C:15]1([N:18]([CH3:20])[CH3:19])[CH2:16][CH2:17][NH:12][CH2:13][CH2:14]1)[CH2:22][CH2:23][CH3:24], predict the reactants needed to synthesize it. The reactants are: C([O-])=O.[NH4+].C([N:12]1[CH2:17][CH2:16][C:15]([CH2:21][CH2:22][CH2:23][CH3:24])([N:18]([CH3:20])[CH3:19])[CH2:14][CH2:13]1)C1C=CC=CC=1.CO.C(Cl)(Cl)[Cl:28]. (7) Given the product [CH3:1][N:2]1[CH:6]=[CH:5][N:4]=[C:3]1[C:7]1[CH:16]=[CH:15][C:14]2[C:9](=[C:10]([C:17]3[CH:18]=[CH:19][C:20]([C:23]4[CH:24]=[N:25][N:26]([CH3:28])[CH:27]=4)=[CH:21][CH:22]=3)[CH:11]=[N+:12]([O-:34])[CH:13]=2)[N:8]=1, predict the reactants needed to synthesize it. The reactants are: [CH3:1][N:2]1[CH:6]=[CH:5][N:4]=[C:3]1[C:7]1[CH:16]=[CH:15][C:14]2[C:9](=[C:10]([C:17]3[CH:22]=[CH:21][C:20]([C:23]4[CH:24]=[N:25][N:26]([CH3:28])[CH:27]=4)=[CH:19][CH:18]=3)[CH:11]=[N:12][CH:13]=2)[N:8]=1.ClC1C=C(C=CC=1)C(OO)=[O:34].[OH-].[Na+].